From a dataset of Peptide-MHC class II binding affinity with 134,281 pairs from IEDB. Regression. Given a peptide amino acid sequence and an MHC pseudo amino acid sequence, predict their binding affinity value. This is MHC class II binding data. The peptide sequence is AGDGDVVAVDIKEKG. The MHC is DRB1_0401 with pseudo-sequence DRB1_0401. The binding affinity (normalized) is 0.165.